Dataset: Catalyst prediction with 721,799 reactions and 888 catalyst types from USPTO. Task: Predict which catalyst facilitates the given reaction. (1) Reactant: [C:1]([NH:4][CH2:5][C:6]1[CH:15]=[CH:14][C:9]([C:10](OC)=[O:11])=[CH:8][C:7]=1[N+:16]([O-:18])=[O:17])(=[O:3])[CH3:2].[BH4-].[Li+].O. Product: [OH:11][CH2:10][C:9]1[CH:14]=[CH:15][C:6]([CH2:5][NH:4][C:1](=[O:3])[CH3:2])=[C:7]([N+:16]([O-:18])=[O:17])[CH:8]=1. The catalyst class is: 7. (2) Reactant: C(OC([N:8]1[C:16]2[C:11](=[CH:12][CH:13]=[C:14]([N:17]([CH3:28])[S:18]([C:21]3[CH:26]=[CH:25][C:24]([CH3:27])=[CH:23][CH:22]=3)(=[O:20])=[O:19])[CH:15]=2)[CH:10]=[C:9]1[C:29]1[CH:34]=[C:33]([C:35]2[CH:40]=[CH:39][N:38]=[CH:37][CH:36]=2)[N:32]=[N:31][C:30]=1[O:41]C)=O)(C)(C)C.[OH-].[Na+]. Product: [CH3:27][C:24]1[CH:25]=[CH:26][C:21]([S:18]([N:17]([CH3:28])[C:14]2[CH:15]=[C:16]3[C:11]([CH:10]=[C:9]([C:29]4[C:30](=[O:41])[NH:31][N:32]=[C:33]([C:35]5[CH:36]=[CH:37][N:38]=[CH:39][CH:40]=5)[CH:34]=4)[NH:8]3)=[CH:12][CH:13]=2)(=[O:20])=[O:19])=[CH:22][CH:23]=1. The catalyst class is: 8. (3) Reactant: N#N.[CH2:3]([O:5][CH2:6][C:7]1[N:8]=[C:9]([CH2:12][N:13]2[N:17]=[C:16]([N+:18]([O-])=O)[CH:15]=[N:14]2)[O:10][CH:11]=1)[CH3:4].[NH4+].[Cl-]. Product: [CH2:3]([O:5][CH2:6][C:7]1[N:8]=[C:9]([CH2:12][N:13]2[N:17]=[C:16]([NH2:18])[CH:15]=[N:14]2)[O:10][CH:11]=1)[CH3:4]. The catalyst class is: 314.